From a dataset of Rat liver microsome stability data. Regression/Classification. Given a drug SMILES string, predict its absorption, distribution, metabolism, or excretion properties. Task type varies by dataset: regression for continuous measurements (e.g., permeability, clearance, half-life) or binary classification for categorical outcomes (e.g., BBB penetration, CYP inhibition). Dataset: rlm. (1) The compound is NCC1(c2ccc(Cl)c(Cl)c2)CCCCCC1. The result is 1 (stable in rat liver microsomes). (2) The molecule is CCN(CC)CCNC(=O)c1c(C)[nH]c(C=C2C(=O)Nc3ccc(F)cc32)c1C. The result is 1 (stable in rat liver microsomes). (3) The compound is Oc1ccc(CNc2cccnc2)c2cccnc12. The result is 1 (stable in rat liver microsomes). (4) The drug is Cc1cc(-c2nnc3n2CCCCC3)c(C)n1-c1ccncc1. The result is 1 (stable in rat liver microsomes).